Dataset: Peptide-MHC class II binding affinity with 134,281 pairs from IEDB. Task: Regression. Given a peptide amino acid sequence and an MHC pseudo amino acid sequence, predict their binding affinity value. This is MHC class II binding data. (1) The peptide sequence is GRSYAADAGYAPATP. The MHC is HLA-DQA10104-DQB10503 with pseudo-sequence HLA-DQA10104-DQB10503. The binding affinity (normalized) is 0.159. (2) The peptide sequence is GVDNFCVKVLAPYMP. The MHC is HLA-DQA10601-DQB10402 with pseudo-sequence HLA-DQA10601-DQB10402. The binding affinity (normalized) is 0.479. (3) The peptide sequence is AEKFKEDVINDFVSS. The MHC is DRB1_0101 with pseudo-sequence DRB1_0101. The binding affinity (normalized) is 0.406. (4) The peptide sequence is AWMSAAATQAEQAAT. The MHC is HLA-DQA10101-DQB10501 with pseudo-sequence HLA-DQA10101-DQB10501. The binding affinity (normalized) is 0. (5) The peptide sequence is EGGAHLVQDDVIPAN. The MHC is DRB1_0101 with pseudo-sequence DRB1_0101. The binding affinity (normalized) is 0.412.